From a dataset of Full USPTO retrosynthesis dataset with 1.9M reactions from patents (1976-2016). Predict the reactants needed to synthesize the given product. (1) Given the product [Cl:20][C:17]1[CH:16]=[CH:15][C:14]([CH:5]([CH2:6][C:7]2[CH:12]=[CH:11][C:10]([Cl:13])=[CH:9][CH:8]=2)[CH:3]([NH:2][C:30](=[O:31])[C:29]([NH:28][C:25]2[CH:26]=[CH:27][C:22]([Cl:21])=[CH:23][CH:24]=2)([CH3:34])[CH3:33])[CH3:4])=[CH:19][CH:18]=1, predict the reactants needed to synthesize it. The reactants are: Cl.[NH2:2][CH:3]([CH:5]([C:14]1[CH:19]=[CH:18][C:17]([Cl:20])=[CH:16][CH:15]=1)[CH2:6][C:7]1[CH:12]=[CH:11][C:10]([Cl:13])=[CH:9][CH:8]=1)[CH3:4].[Cl:21][C:22]1[CH:27]=[CH:26][C:25]([NH:28][C:29]([CH3:34])([CH3:33])[C:30](O)=[O:31])=[CH:24][CH:23]=1.CN1CCOCC1.F[P-](F)(F)(F)(F)F.[PH4+]. (2) Given the product [CH3:34][O:38][C:2]1[CH:7]=[CH:6][C:5]([NH:8][C:9](=[O:13])[CH:10]([CH3:12])[CH3:11])=[CH:4][C:3]=1[CH:14]1[CH2:19][CH2:18][NH:17][CH2:16][CH2:15]1, predict the reactants needed to synthesize it. The reactants are: F[C:2]1[CH:7]=[CH:6][C:5]([NH:8][C:9](=[O:13])[CH:10]([CH3:12])[CH3:11])=[CH:4][C:3]=1[CH:14]1[CH2:19][CH2:18][NH:17][CH2:16][CH2:15]1.FC1C=CC(C2CCNCC2)=CC=1N[C:34](=[O:38])C(C)C.FC1C=CC(NC(=O)CCC)=CC=1C1CCNCC1.FC1C=CC(C2CCNCC2)=CC=1NC(=O)CCC.COC1C=CC(NC(=O)CCC)=CC=1C1CCNCC1.